From a dataset of Full USPTO retrosynthesis dataset with 1.9M reactions from patents (1976-2016). Predict the reactants needed to synthesize the given product. (1) Given the product [Cl:18][C:19]1[CH:20]=[C:21]([NH:22][C:2]2[C:13]3[CH:12]=[C:11]([C:14]([O:16][CH3:17])=[O:15])[CH2:10][CH2:9][CH2:8][NH:7][C:6]=3[N:5]=[CH:4][N:3]=2)[CH:23]=[CH:24][C:25]=1[O:26][CH2:27][C:28]1[CH:33]=[CH:32][CH:31]=[C:30]([F:34])[CH:29]=1, predict the reactants needed to synthesize it. The reactants are: Cl[C:2]1[C:13]2[CH:12]=[C:11]([C:14]([O:16][CH3:17])=[O:15])[CH2:10][CH2:9][CH2:8][NH:7][C:6]=2[N:5]=[CH:4][N:3]=1.[Cl:18][C:19]1[CH:20]=[C:21]([CH:23]=[CH:24][C:25]=1[O:26][CH2:27][C:28]1[CH:33]=[CH:32][CH:31]=[C:30]([F:34])[CH:29]=1)[NH2:22].[Cl-].[NH+]1C=CC=CC=1.C(=O)(O)[O-].[Na+]. (2) The reactants are: [C:1]([CH:3]([C:8]1[CH:13]=[CH:12][CH:11]=[CH:10][CH:9]=1)[CH2:4][C:5]([OH:7])=O)#[N:2].Cl.[NH2:15][C:16]1[N:21]=[C:20]([C:22]2[CH:31]=[C:30]3[C:25]([CH2:26][CH2:27][N:28](C(OC4CCNCC4)=O)[CH2:29]3)=[CH:24][CH:23]=2)[CH:19]=[C:18]([N:41]2[CH2:46][CH2:45][N:44]([CH3:47])[CH2:43][CH2:42]2)[N:17]=1. Given the product [NH2:15][C:16]1[N:21]=[C:20]([C:22]2[CH:31]=[C:30]3[C:25]([CH2:26][CH2:27][N:28]([C:5](=[O:7])[CH2:4][CH:3]([C:8]4[CH:13]=[CH:12][CH:11]=[CH:10][CH:9]=4)[C:1]#[N:2])[CH2:29]3)=[CH:24][CH:23]=2)[CH:19]=[C:18]([N:41]2[CH2:42][CH2:43][N:44]([CH3:47])[CH2:45][CH2:46]2)[N:17]=1, predict the reactants needed to synthesize it. (3) Given the product [CH3:1][C@H:2]1[C@@H:6]([C:7]2[N:11]3[C:12]4[CH:18]=[CH:17][N:16]([S:19]([C:22]5[CH:28]=[CH:27][C:25]([CH3:26])=[CH:24][CH:23]=5)(=[O:20])=[O:21])[C:13]=4[N:14]=[CH:15][C:10]3=[N:9][CH:8]=2)[CH2:5][N:4]([C:30]([O:32][CH2:33][C:34]2[CH:35]=[CH:36][CH:37]=[CH:38][CH:39]=2)=[O:31])[CH2:3]1, predict the reactants needed to synthesize it. The reactants are: [CH3:1][C@H:2]1[C@@H:6]([C:7](=O)[CH2:8][NH:9][C:10]2[N:11]=[C:12]3[CH:18]=[CH:17][N:16]([S:19]([C:22]4[CH:28]=[CH:27][C:25]([CH3:26])=[CH:24][CH:23]=4)(=[O:21])=[O:20])[C:13]3=[N:14][CH:15]=2)[CH2:5][N:4]([C:30]([O:32][CH2:33][C:34]2[CH:39]=[CH:38][CH:37]=[CH:36][CH:35]=2)=[O:31])[CH2:3]1.COC1C=CC(P2(SP(C3C=CC(OC)=CC=3)(=S)S2)=S)=CC=1.B(O[O-])=O.O.[Na+].C(=O)(O)[O-].[Na+]. (4) Given the product [CH2:39]([C:38]1[CH:37]=[CH:42][C:70]([C:15]([C:12]2[CH:13]=[CH:14][C:9]([O:8][CH2:7][C@@H:5]3[CH2:4][O:3][C:2]([CH3:36])([CH3:1])[O:6]3)=[C:10]([CH3:35])[CH:11]=2)([CH2:18][CH3:19])[CH2:16][CH3:17])=[CH:71][C:72]=1[CH3:73])[CH:40]=[CH2:41], predict the reactants needed to synthesize it. The reactants are: [CH3:1][C:2]1([CH3:36])[O:6][C@H:5]([CH2:7][O:8][C:9]2[CH:14]=[CH:13][C:12]([C:15](C3C=CC(OS(C(F)(F)F)(=O)=O)=C(C)C=3)([CH2:18][CH3:19])[CH2:16][CH3:17])=[CH:11][C:10]=2[CH3:35])[CH2:4][O:3]1.[CH:37]1[CH:42]=[CH:41][C:40](P([C:37]2[CH:42]=[CH:41][CH:40]=[CH:39][CH:38]=2)[C:37]2[CH:42]=[CH:41][CH:40]=[CH:39][CH:38]=2)=[CH:39][CH:38]=1.[Li+].[Cl-].C([Sn]([CH2:70][CH2:71][CH2:72][CH3:73])([CH2:70][CH2:71][CH2:72][CH3:73])[CH2:70][CH2:71][CH2:72][CH3:73])C=C.Cl.